This data is from Full USPTO retrosynthesis dataset with 1.9M reactions from patents (1976-2016). The task is: Predict the reactants needed to synthesize the given product. (1) Given the product [CH2:1]([CH:3]1[NH:8][CH:7]([C:9]2[CH:14]=[CH:13][CH:12]=[CH:11][CH:10]=2)[CH:6]([NH:15][CH2:61][C:49]2[CH:50]=[C:51]3[C:56](=[CH:57][C:48]=2[O:47][CH3:46])[CH:55]2[CH2:58][CH:54]2[C:53](=[O:59])[N:52]3[CH3:60])[CH2:5][CH2:4]1)[CH3:2], predict the reactants needed to synthesize it. The reactants are: [CH2:1]([CH:3]1[NH:8][CH:7]([C:9]2[CH:14]=[CH:13][CH:12]=[CH:11][CH:10]=2)[CH:6]([NH2:15])[CH2:5][CH2:4]1)[CH3:2].C([C@@H]1N[C@@H](C2C=CC=CC=2)[C@@H](N)CC1)C.C([C@H]1N[C@H](C2C=CC=CC=2)[C@H](N)CC1)C.[CH3:46][O:47][C:48]1[CH:57]=[C:56]2[C:51]([N:52]([CH3:60])[C:53](=[O:59])[CH:54]3[CH2:58][CH:55]32)=[CH:50][C:49]=1[CH:61]=O. (2) Given the product [CH:1]1[C:11]2=[C:12]3[C:7](=[CH:8][CH:9]=[CH:10]2)[CH2:6][CH2:5][CH2:4][N:3]3[CH:2]=1, predict the reactants needed to synthesize it. The reactants are: [CH2:1]1[C:11]2=[C:12]3[C:7](=[CH:8][CH:9]=[CH:10]2)[CH2:6][CH2:5][CH2:4][N:3]3[C:2]1=O.[H-].C([Al+]CC(C)C)C(C)C.C1(C)C=CC=CC=1.Cl.O. (3) Given the product [Cl:8][C:9]1[C:10]([CH3:16])=[CH:11][C:12]([O:22][CH2:17][C:18]([F:21])([F:20])[F:19])=[CH:13][N:14]=1, predict the reactants needed to synthesize it. The reactants are: N(OC(C)(C)C)=O.[Cl:8][C:9]1[N:14]=[CH:13][C:12](N)=[CH:11][C:10]=1[CH3:16].[CH2:17]([OH:22])[C:18]([F:21])([F:20])[F:19].C(O)(C(F)(F)F)=O.C(=O)([O-])[O-].[K+].[K+]. (4) Given the product [Br:16][C:4]1[C:5]2[C:6](=[N:7][C:8]([S:11][CH3:12])=[N:9][CH:10]=2)[N:2]([CH3:1])[N:3]=1, predict the reactants needed to synthesize it. The reactants are: [CH3:1][N:2]1[C:6]2=[N:7][C:8]([S:11][CH3:12])=[N:9][CH:10]=[C:5]2[C:4](=O)[NH:3]1.P(Br)(Br)([Br:16])=O.O. (5) Given the product [CH2:1]([O:3][C:4]([C:6]1[C:12]2[NH:13][C:14]3[CH:15]=[CH:16][CH:17]=[CH:18][C:19]=3[C:11]=2[C:10]2([O:43][CH2:42][CH2:41][O:20]2)[CH2:9][N:8]([C:21](=[O:29])[C:22]2[CH:27]=[CH:26][C:25]([F:28])=[CH:24][CH:23]=2)[CH:7]=1)=[O:5])[CH3:2], predict the reactants needed to synthesize it. The reactants are: [CH2:1]([O:3][C:4]([C:6]1[C:12]2[NH:13][C:14]3[CH:15]=[CH:16][CH:17]=[CH:18][C:19]=3[C:11]=2[C:10](=[O:20])[CH2:9][N:8]([C:21](=[O:29])[C:22]2[CH:27]=[CH:26][C:25]([F:28])=[CH:24][CH:23]=2)[CH:7]=1)=[O:5])[CH3:2].CC1C=CC(S(O)(=O)=O)=CC=1.[CH2:41](O)[CH2:42][OH:43]. (6) Given the product [CH3:31][N:2]([CH3:1])[C:3](=[O:30])[CH2:4][N:5]1[C:14]2[C:9](=[N:10][CH:11]=[C:12]([CH2:15][C:16]3[CH:21]=[CH:20][C:19]([F:22])=[CH:18][CH:17]=3)[CH:13]=2)[C:8]([OH:23])=[C:7]([C:24]([NH:32][CH2:33][CH2:34][N:35]2[CH2:40][CH2:39][O:38][CH2:37][CH2:36]2)=[O:25])[C:6]1=[O:29], predict the reactants needed to synthesize it. The reactants are: [CH3:1][N:2]([CH3:31])[C:3](=[O:30])[CH2:4][N:5]1[C:14]2[C:9](=[N:10][CH:11]=[C:12]([CH2:15][C:16]3[CH:21]=[CH:20][C:19]([F:22])=[CH:18][CH:17]=3)[CH:13]=2)[C:8]([OH:23])=[C:7]([C:24](OCC)=[O:25])[C:6]1=[O:29].[NH2:32][CH2:33][CH2:34][N:35]1[CH2:40][CH2:39][O:38][CH2:37][CH2:36]1. (7) Given the product [C:1]([O:5][C:6]([N:8]1[CH2:13][CH2:12][CH:11]([C@@H:14]2[O:23][C:17]3=[CH:18][N:19]=[C:20]([C:31]4[CH:32]=[CH:33][C:28]([S:25]([CH3:24])(=[O:27])=[O:26])=[CH:29][CH:30]=4)[CH:21]=[C:16]3[CH2:15]2)[CH2:10][CH2:9]1)=[O:7])([CH3:4])([CH3:3])[CH3:2], predict the reactants needed to synthesize it. The reactants are: [C:1]([O:5][C:6]([N:8]1[CH2:13][CH2:12][CH:11]([C@@H:14]2[O:23][C:17]3=[CH:18][N:19]=[C:20](Cl)[CH:21]=[C:16]3[CH2:15]2)[CH2:10][CH2:9]1)=[O:7])([CH3:4])([CH3:3])[CH3:2].[CH3:24][S:25]([C:28]1[CH:33]=[CH:32][C:31](B(O)O)=[CH:30][CH:29]=1)(=[O:27])=[O:26].